Dataset: Peptide-MHC class I binding affinity with 185,985 pairs from IEDB/IMGT. Task: Regression. Given a peptide amino acid sequence and an MHC pseudo amino acid sequence, predict their binding affinity value. This is MHC class I binding data. The peptide sequence is RLASAILNA. The MHC is HLA-A02:03 with pseudo-sequence HLA-A02:03. The binding affinity (normalized) is 0.711.